Regression/Classification. Given a drug SMILES string, predict its absorption, distribution, metabolism, or excretion properties. Task type varies by dataset: regression for continuous measurements (e.g., permeability, clearance, half-life) or binary classification for categorical outcomes (e.g., BBB penetration, CYP inhibition). For this dataset (lipophilicity_astrazeneca), we predict Y. From a dataset of Experimental lipophilicity measurements (octanol/water distribution) for 4,200 compounds from AstraZeneca. The drug is CN1CCN(CC(=O)Nc2ccc(-c3cccn4c(=O)cc(N5CCOCC5)nc34)c3sc4ccccc4c23)CC1. The Y is 2.60 logD.